This data is from Reaction yield outcomes from USPTO patents with 853,638 reactions. The task is: Predict the reaction yield, written as a fraction of the theoretical maximum amount of product (1.0 means a 100% yield; for example, 0.34 means a 34% yield). The reactants are C(=O)([O-])[O-].[K+].[K+].[CH3:7][O:8][N:9]=[C:10]([CH2:16][C:17](=[O:19])[CH3:18])[C:11]([O:13][CH2:14][CH3:15])=[O:12].[F:20][C:21]1[CH:28]=[CH:27][C:24]([CH2:25]Br)=[CH:23][CH:22]=1. The catalyst is CN(C)C=O.O.C(OCC)(=O)C. The product is [F:20][C:21]1[CH:28]=[CH:27][C:24]([CH2:25][CH:16]([C:17](=[O:19])[CH3:18])[C:10](=[N:9][O:8][CH3:7])[C:11]([O:13][CH2:14][CH3:15])=[O:12])=[CH:23][CH:22]=1. The yield is 0.470.